This data is from M1 muscarinic receptor agonist screen with 61,833 compounds. The task is: Binary Classification. Given a drug SMILES string, predict its activity (active/inactive) in a high-throughput screening assay against a specified biological target. (1) The drug is S1(=O)(=O)CC(N(Cc2sccc2)C(=O)COc2c(c(ccc2)C)C)CC1. The result is 0 (inactive). (2) The molecule is s1c2c(=O)n3CCCCCc3nc2c(c1)C. The result is 0 (inactive). (3) The result is 0 (inactive). The compound is S(c1n(Cc2ccc(cc2)C)c(=O)c2c(n1)cccc2)CC(=O)Nc1noc(c1)C. (4) The drug is O(c1c(NC(=O)COC)cc(OC)cc1)C. The result is 0 (inactive). (5) The compound is O(C(=O)C1CN(CCC1)CCC(=O)Nc1cc2CCCc2cc1)CC. The result is 1 (active). (6) The compound is S(=O)(=O)(CCCC)/C=C/C=C\S(=O)(=O)CCCC. The result is 0 (inactive). (7) The molecule is O=C1C2(CN3CC1(CN(C2)C3c1cccnc1)C)C. The result is 0 (inactive). (8) The compound is s1n(c2ccccc2)c(=S)c(c1N)C(OCC)=O. The result is 0 (inactive). (9) The compound is Clc1c(C2(N(C)C(=O)c3occc3)CCCCC2=O)cccc1. The result is 0 (inactive). (10) The compound is O\N=C(\CCc1c2c([nH]c1)cccc2)C. The result is 0 (inactive).